This data is from Catalyst prediction with 721,799 reactions and 888 catalyst types from USPTO. The task is: Predict which catalyst facilitates the given reaction. (1) Reactant: Cl[CH2:2][C:3]1[N:4]=[C:5]([C:9]2[CH:18]=[CH:17][C:12]([C:13]([O:15][CH3:16])=[O:14])=[CH:11][CH:10]=2)[O:6][C:7]=1[CH3:8].[CH3:19][N:20]([CH2:22][C:23]1[CH:28]=[CH:27][C:26]([S:29]([O-:31])=[O:30])=[CH:25][CH:24]=1)[CH3:21].[Li+].C(=O)([O-])[O-].[K+].[K+].O. Product: [CH3:21][N:20]([CH2:22][C:23]1[CH:28]=[CH:27][C:26]([S:29]([CH2:2][C:3]2[N:4]=[C:5]([C:9]3[CH:18]=[CH:17][C:12]([C:13]([O:15][CH3:16])=[O:14])=[CH:11][CH:10]=3)[O:6][C:7]=2[CH3:8])(=[O:30])=[O:31])=[CH:25][CH:24]=1)[CH3:19]. The catalyst class is: 9. (2) The catalyst class is: 8. Reactant: [NH2:1][C:2]1[CH:7]=[CH:6][CH:5]=[C:4]([CH3:8])[CH:3]=1.[Cl:9][C:10]1[CH:15]=[CH:14][C:13]([N+:16]([O-:18])=[O:17])=[C:12]([N+]([O-])=O)[CH:11]=1. Product: [Cl:9][C:10]1[CH:11]=[CH:12][C:13]([N+:16]([O-:18])=[O:17])=[C:14]([NH:1][C:2]2[CH:3]=[C:4]([CH3:8])[CH:5]=[CH:6][CH:7]=2)[CH:15]=1. (3) Reactant: [CH3:1][O:2][C:3]([C:5]1[C:10]([OH:11])=[CH:9][CH:8]=[CH:7][N:6]=1)=[O:4].[H-].[Na+].FC(F)(F)S([O:19][CH2:20][C:21]([F:24])([F:23])[F:22])(=O)=O. The catalyst class is: 9. Product: [F:22][C:21]([F:24])([F:23])[CH2:20][O:11][C:10]1[C:5]([C:3]([OH:2])=[O:4])=[N:6][CH:7]=[CH:8][CH:9]=1.[CH3:1][O:2][C:3]([C:5]1[C:10]([O:19][CH2:20][C:21]([F:24])([F:23])[F:22])=[CH:9][CH:8]=[CH:7][N:6]=1)=[O:4].